Dataset: Catalyst prediction with 721,799 reactions and 888 catalyst types from USPTO. Task: Predict which catalyst facilitates the given reaction. (1) Reactant: C(OC(=O)[NH:10][CH:11]1[CH2:14][CH2:13][CH:12]1[N:15]1[CH2:19][CH2:18][CH2:17][CH2:16]1)C1C=CC=CC=1.[ClH:21].O1CCOCC1. Product: [ClH:21].[N:15]1([CH:12]2[CH2:13][CH2:14][CH:11]2[NH2:10])[CH2:19][CH2:18][CH2:17][CH2:16]1. The catalyst class is: 19. (2) Reactant: [C:1]([O:10]C)(=O)[C:2]1[C:3](=[CH:5][CH:6]=[CH:7][CH:8]=1)[NH2:4].[Cl:12][CH2:13][C:14]#[N:15].Cl.C([O-])(O)=O.[Na+]. Product: [Cl:12][CH2:13][C:14]1[NH:15][C:1](=[O:10])[C:2]2[C:3](=[CH:5][CH:6]=[CH:7][CH:8]=2)[N:4]=1. The catalyst class is: 38. (3) Reactant: [N:1]1[CH:6]=[CH:5][CH:4]=[CH:3][C:2]=1[NH2:7].Br[C:9]1[CH:14]=[CH:13][C:12]([O:15][CH3:16])=[C:11]([F:17])[CH:10]=1.C1(P(C2C=CC=CC=2)C2C3OC4C(=CC=CC=4P(C4C=CC=CC=4)C4C=CC=CC=4)C(C)(C)C=3C=CC=2)C=CC=CC=1.C([O-])([O-])=O.[Cs+].[Cs+]. Product: [F:17][C:11]1[CH:10]=[C:9]([NH:7][C:2]2[CH:3]=[CH:4][CH:5]=[CH:6][N:1]=2)[CH:14]=[CH:13][C:12]=1[O:15][CH3:16]. The catalyst class is: 488.